This data is from Catalyst prediction with 721,799 reactions and 888 catalyst types from USPTO. The task is: Predict which catalyst facilitates the given reaction. (1) Reactant: [CH3:1][N:2]1[CH2:6][C@@H:5]([C:7]2[CH:12]=[CH:11][C:10]([N+:13]([O-])=O)=[CH:9][CH:8]=2)[C@H:4]([N+:16]([O-:18])=[O:17])[CH2:3]1. Product: [CH3:1][N:2]1[CH2:3][C@@H:4]([N+:16]([O-:18])=[O:17])[C@H:5]([C:7]2[CH:12]=[CH:11][C:10]([NH2:13])=[CH:9][CH:8]=2)[CH2:6]1. The catalyst class is: 63. (2) Reactant: [CH3:1][CH:2]([CH3:12])[CH2:3][CH:4]([C:6]1[CH:11]=[CH:10][CH:9]=[CH:8][N:7]=1)[NH2:5]. Product: [CH3:1][CH:2]([CH3:12])[CH2:3][C@@H:4]([C:6]1[CH:11]=[CH:10][CH:9]=[CH:8][N:7]=1)[NH2:5]. The catalyst class is: 5. (3) Reactant: [CH3:1][C:2]([CH3:6])=[CH:3][Mg]Br.[CH3:7][O:8][C:9](=[O:32])[C:10](=[CH:15][C:16]1[CH:21]=[CH:20][C:19]([O:22][CH2:23][C:24]2[CH:29]=[CH:28][CH:27]=[C:26]([O:30][CH3:31])[CH:25]=2)=[CH:18][CH:17]=1)[C:11]([O:13][CH3:14])=[O:12]. Product: [CH3:14][O:13][C:11](=[O:12])[CH:10]([CH:15]([C:16]1[CH:21]=[CH:20][C:19]([O:22][CH2:23][C:24]2[CH:29]=[CH:28][CH:27]=[C:26]([O:30][CH3:31])[CH:25]=2)=[CH:18][CH:17]=1)[CH:1]=[C:2]([CH3:6])[CH3:3])[C:9]([O:8][CH3:7])=[O:32]. The catalyst class is: 1.